This data is from NCI-60 drug combinations with 297,098 pairs across 59 cell lines. The task is: Regression. Given two drug SMILES strings and cell line genomic features, predict the synergy score measuring deviation from expected non-interaction effect. (1) Drug 1: CCCS(=O)(=O)NC1=C(C(=C(C=C1)F)C(=O)C2=CNC3=C2C=C(C=N3)C4=CC=C(C=C4)Cl)F. Drug 2: C1=CC(=C2C(=C1NCCNCCO)C(=O)C3=C(C=CC(=C3C2=O)O)O)NCCNCCO. Cell line: IGROV1. Synergy scores: CSS=48.7, Synergy_ZIP=4.06, Synergy_Bliss=4.92, Synergy_Loewe=-26.5, Synergy_HSA=6.02. (2) Drug 1: C(=O)(N)NO. Drug 2: CC1=C(N=C(N=C1N)C(CC(=O)N)NCC(C(=O)N)N)C(=O)NC(C(C2=CN=CN2)OC3C(C(C(C(O3)CO)O)O)OC4C(C(C(C(O4)CO)O)OC(=O)N)O)C(=O)NC(C)C(C(C)C(=O)NC(C(C)O)C(=O)NCCC5=NC(=CS5)C6=NC(=CS6)C(=O)NCCC[S+](C)C)O. Cell line: HCC-2998. Synergy scores: CSS=5.21, Synergy_ZIP=6.07, Synergy_Bliss=8.97, Synergy_Loewe=-1.87, Synergy_HSA=-0.0356. (3) Drug 1: CN(CCCl)CCCl.Cl. Drug 2: CC(C)CN1C=NC2=C1C3=CC=CC=C3N=C2N. Cell line: A549. Synergy scores: CSS=20.7, Synergy_ZIP=1.34, Synergy_Bliss=1.17, Synergy_Loewe=0.727, Synergy_HSA=0.451. (4) Drug 1: CC1C(C(CC(O1)OC2CC(CC3=C2C(=C4C(=C3O)C(=O)C5=C(C4=O)C(=CC=C5)OC)O)(C(=O)CO)O)N)O.Cl. Drug 2: CS(=O)(=O)OCCCCOS(=O)(=O)C. Cell line: OVCAR-5. Synergy scores: CSS=11.7, Synergy_ZIP=-6.00, Synergy_Bliss=-3.92, Synergy_Loewe=-0.449, Synergy_HSA=-0.0934. (5) Drug 1: CCC1=CC2CC(C3=C(CN(C2)C1)C4=CC=CC=C4N3)(C5=C(C=C6C(=C5)C78CCN9C7C(C=CC9)(C(C(C8N6C)(C(=O)OC)O)OC(=O)C)CC)OC)C(=O)OC.C(C(C(=O)O)O)(C(=O)O)O. Drug 2: CCC1(CC2CC(C3=C(CCN(C2)C1)C4=CC=CC=C4N3)(C5=C(C=C6C(=C5)C78CCN9C7C(C=CC9)(C(C(C8N6C)(C(=O)OC)O)OC(=O)C)CC)OC)C(=O)OC)O.OS(=O)(=O)O. Cell line: SNB-19. Synergy scores: CSS=59.5, Synergy_ZIP=0.0282, Synergy_Bliss=0.104, Synergy_Loewe=0.0662, Synergy_HSA=3.53. (6) Drug 1: CC1=C2C(C(=O)C3(C(CC4C(C3C(C(C2(C)C)(CC1OC(=O)C(C(C5=CC=CC=C5)NC(=O)C6=CC=CC=C6)O)O)OC(=O)C7=CC=CC=C7)(CO4)OC(=O)C)O)C)OC(=O)C. Drug 2: C(CCl)NC(=O)N(CCCl)N=O. Cell line: SW-620. Synergy scores: CSS=47.6, Synergy_ZIP=-3.77, Synergy_Bliss=-1.55, Synergy_Loewe=-13.5, Synergy_HSA=0.214. (7) Drug 1: CC=C1C(=O)NC(C(=O)OC2CC(=O)NC(C(=O)NC(CSSCCC=C2)C(=O)N1)C(C)C)C(C)C. Drug 2: C1=NNC2=C1C(=O)NC=N2. Cell line: HT29. Synergy scores: CSS=34.0, Synergy_ZIP=0.996, Synergy_Bliss=1.10, Synergy_Loewe=0.858, Synergy_HSA=-0.0805. (8) Drug 1: C1=NC2=C(N=C(N=C2N1C3C(C(C(O3)CO)O)O)F)N. Drug 2: CN1C(=O)N2C=NC(=C2N=N1)C(=O)N. Cell line: A549. Synergy scores: CSS=0.232, Synergy_ZIP=0.700, Synergy_Bliss=4.28, Synergy_Loewe=-5.87, Synergy_HSA=-1.82.